Dataset: HIV replication inhibition screening data with 41,000+ compounds from the AIDS Antiviral Screen. Task: Binary Classification. Given a drug SMILES string, predict its activity (active/inactive) in a high-throughput screening assay against a specified biological target. (1) The compound is S=C(NCCc1ccccn1)NN=C(c1ccccc1)c1ccccn1. The result is 0 (inactive). (2) The compound is CCCCCCCCCCCCCCCCCC(=O)NCC(COP(=O)([O-])OCC[N+](C)(C)C)OC. The result is 0 (inactive). (3) The compound is Nc1ccc2c(c1)CC1c3ccccc3C(C2)c2ccccc21. The result is 0 (inactive).